From a dataset of Forward reaction prediction with 1.9M reactions from USPTO patents (1976-2016). Predict the product of the given reaction. (1) Given the reactants [CH3:1][O:2][C:3]1[CH:10]=[CH:9][C:6]([CH:7]=O)=[CH:5][CH:4]=1.[CH2:11]([NH2:18])[C:12]1[CH:17]=[CH:16][CH:15]=[CH:14][CH:13]=1.C(O[BH-](OC(=O)C)OC(=O)C)(=O)C.[Na+], predict the reaction product. The product is: [CH2:11]([NH:18][CH2:7][C:6]1[CH:9]=[CH:10][C:3]([O:2][CH3:1])=[CH:4][CH:5]=1)[C:12]1[CH:17]=[CH:16][CH:15]=[CH:14][CH:13]=1. (2) The product is: [Cl:1][C:2]1[CH:3]=[C:4]([C:5]2[O:6][CH:22]=[N:21][CH:20]=2)[CH:7]=[C:8]([Cl:10])[N:9]=1. Given the reactants [Cl:1][C:2]1[CH:3]=[C:4]([CH:7]=[C:8]([Cl:10])[N:9]=1)[CH:5]=[O:6].C1(C)C=CC(S([CH2:20][N+:21]#[C-:22])(=O)=O)=CC=1.C(=O)([O-])[O-].[K+].[K+], predict the reaction product. (3) Given the reactants Cl[CH2:2][C:3]1[CH:8]=[CH:7][C:6]([CH:9]([CH3:11])[CH3:10])=[CH:5][CH:4]=1.[S:12]([O-:15])([O-:14])=[O:13].[Na+:16].[Na+].CC(C)=O, predict the reaction product. The product is: [CH:9]([C:6]1[CH:7]=[CH:8][C:3]([CH2:2][S:12]([O-:15])(=[O:14])=[O:13])=[CH:4][CH:5]=1)([CH3:11])[CH3:10].[Na+:16]. (4) Given the reactants [Cl:1][C:2]1[CH:7]=[CH:6][N:5]=[C:4]([N:8]2[CH2:13][CH2:12][N:11](C(OC(C)(C)C)=O)[CH2:10][CH2:9]2)[N:3]=1.[F:21][C:22]1[CH:23]=[C:24](B(O)O)[CH:25]=[CH:26][CH:27]=1, predict the reaction product. The product is: [ClH:1].[ClH:1].[F:21][C:22]1[CH:27]=[C:26]([C:2]2[CH:7]=[CH:6][N:5]=[C:4]([N:8]3[CH2:9][CH2:10][NH:11][CH2:12][CH2:13]3)[N:3]=2)[CH:25]=[CH:24][CH:23]=1. (5) Given the reactants [C:1]([O:5][C:6](=[O:35])[N:7]([CH2:18][C@@H:19]1[CH2:24][N:23]2[CH2:25][CH2:26][CH2:27][C@@H:22]2[CH2:21][N:20]1CC1C=CC=CC=1)[C@H:8]1[C:17]2[C:12](=[CH:13][CH:14]=[CH:15][CH:16]=2)[CH2:11][CH2:10][CH2:9]1)([CH3:4])([CH3:3])[CH3:2], predict the reaction product. The product is: [C:1]([O:5][C:6](=[O:35])[N:7]([CH2:18][C@@H:19]1[CH2:24][N:23]2[CH2:25][CH2:26][CH2:27][C@@H:22]2[CH2:21][NH:20]1)[C@H:8]1[C:17]2[C:12](=[CH:13][CH:14]=[CH:15][CH:16]=2)[CH2:11][CH2:10][CH2:9]1)([CH3:4])([CH3:2])[CH3:3]. (6) Given the reactants [Cl:1][C:2]1[CH:7]=[C:6]([C:8]([F:11])([F:10])[F:9])[CH:5]=[C:4]([Cl:12])[C:3]=1[NH:13][NH2:14].[Cl:15][C:16]1([Cl:23])[CH2:18][C:17]1([CH3:22])[C:19](O)=[O:20], predict the reaction product. The product is: [Cl:1][C:2]1[CH:7]=[C:6]([C:8]([F:9])([F:11])[F:10])[CH:5]=[C:4]([Cl:12])[C:3]=1[N:13]([C:19]([C:17]1([CH3:22])[CH2:18][C:16]1([Cl:23])[Cl:15])=[O:20])[NH2:14].